Dataset: Forward reaction prediction with 1.9M reactions from USPTO patents (1976-2016). Task: Predict the product of the given reaction. (1) Given the reactants [C:1]([O:4][C@H:5]([C:34]1[CH:39]=[CH:38][C:37]([F:40])=[CH:36][CH:35]=1)[CH2:6][CH2:7][C@H:8]1[C:11](=[O:12])[N:10]([C:13]2[CH:18]=[CH:17][C:16]([O:19][S:20]([C:23]([F:26])([F:25])[F:24])(=[O:22])=[O:21])=[CH:15][CH:14]=2)[C@@H:9]1[C:27]1[CH:32]=[CH:31][C:30](I)=[CH:29][CH:28]=1)(=[O:3])[CH3:2].[Cl-].[Li+].[CH2:43]([Sn](CCCC)(CCCC)CCCC)[CH:44]=[CH2:45], predict the reaction product. The product is: [C:1]([O:4][C@H:5]([C:34]1[CH:39]=[CH:38][C:37]([F:40])=[CH:36][CH:35]=1)[CH2:6][CH2:7][C@H:8]1[C:11](=[O:12])[N:10]([C:13]2[CH:18]=[CH:17][C:16]([O:19][S:20]([C:23]([F:26])([F:25])[F:24])(=[O:22])=[O:21])=[CH:15][CH:14]=2)[C@@H:9]1[C:27]1[CH:32]=[CH:31][C:30]([CH2:45][CH:44]=[CH2:43])=[CH:29][CH:28]=1)(=[O:3])[CH3:2]. (2) The product is: [F:1][C:2]1[CH:7]=[C:6]([F:8])[CH:5]=[CH:4][C:3]=1[C@@H:9]1[C:13]2[N:14]=[C:15]([NH:20][C:21]3[CH:26]=[CH:25][C:24]([N:27]4[CH:31]=[N:30][C:29]([CH3:32])=[N:28]4)=[C:23]([O:33][CH3:34])[CH:22]=3)[N:16]=[C:17]([NH:18][CH3:19])[C:12]=2[CH2:11][CH2:10]1. Given the reactants [F:1][C:2]1[CH:7]=[C:6]([F:8])[CH:5]=[CH:4][C:3]=1[CH:9]1[C:13]2[N:14]=[C:15]([NH:20][C:21]3[CH:26]=[CH:25][C:24]([N:27]4[CH:31]=[N:30][C:29]([CH3:32])=[N:28]4)=[C:23]([O:33][CH3:34])[CH:22]=3)[N:16]=[C:17]([NH:18][CH3:19])[C:12]=2[CH2:11][CH2:10]1.O.C(O)(C(F)(F)F)=O, predict the reaction product. (3) Given the reactants [NH3:1].[CH3:2][O:3][C:4]1[CH:9]=[CH:8][C:7]([CH2:10][CH2:11][NH:12][C:13](=[O:18])[C:14]([F:17])([F:16])[F:15])=[CH:6][C:5]=1[S:19](Cl)(=[O:21])=[O:20], predict the reaction product. The product is: [NH2:1][S:19]([C:5]1[CH:6]=[C:7]([CH2:10][CH2:11][NH:12][C:13](=[O:18])[C:14]([F:17])([F:16])[F:15])[CH:8]=[CH:9][C:4]=1[O:3][CH3:2])(=[O:21])=[O:20]. (4) Given the reactants C[Si](C)(C)[C:3]1[S:4][CH:5]=[CH:6][N:7]=1.Cl[C:11]([O:13][CH2:14][CH3:15])=[O:12].C(=O)([O-])[O-].[Na+].[Na+], predict the reaction product. The product is: [S:4]1[CH:5]=[CH:6][N:7]=[C:3]1[C:11]([O:13][CH2:14][CH3:15])=[O:12].